This data is from Full USPTO retrosynthesis dataset with 1.9M reactions from patents (1976-2016). The task is: Predict the reactants needed to synthesize the given product. (1) Given the product [F:1][C:2]1([CH3:46])[C:10]2[C:5](=[CH:6][CH:7]=[CH:8][CH:9]=2)[N:4]([CH2:11][CH2:12][CH2:13][N:14]2[CH2:44][CH2:43][C:17]3([N:21]([C:22]4[CH:27]=[CH:26][CH:25]=[CH:24][CH:23]=4)[CH2:20][N:19]([CH2:28][C:29]4[CH:41]=[CH:40][CH:39]=[CH:38][C:30]=4[C:31]([OH:33])=[O:32])[C:18]3=[O:42])[CH2:16][CH2:15]2)[C:3]1=[O:45], predict the reactants needed to synthesize it. The reactants are: [F:1][C:2]1([CH3:46])[C:10]2[C:5](=[CH:6][CH:7]=[CH:8][CH:9]=2)[N:4]([CH2:11][CH2:12][CH2:13][N:14]2[CH2:44][CH2:43][C:17]3([N:21]([C:22]4[CH:27]=[CH:26][CH:25]=[CH:24][CH:23]=4)[CH2:20][N:19]([CH2:28][C:29]4[CH:41]=[CH:40][CH:39]=[CH:38][C:30]=4[C:31]([O:33]C(C)(C)C)=[O:32])[C:18]3=[O:42])[CH2:16][CH2:15]2)[C:3]1=[O:45].Cl. (2) The reactants are: C(N1C=CN=C1)(N1C=CN=C1)=O.[Cl:13][C:14]1[C:15]([CH3:31])=[N:16][O:17][C:18]=1[NH:19][S:20]([C:23]1[CH:27]=[CH:26][S:25][C:24]=1[C:28]([OH:30])=O)(=[O:22])=[O:21].N1C=CN=C1.Cl.CNOC.Cl[CH2:43][C:44]1[C:52]([CH3:53])=[CH:51][C:47]2[O:48][CH2:49][O:50][C:46]=2[CH:45]=1.[Mg]. Given the product [Cl:13][C:14]1[C:15]([CH3:31])=[N:16][O:17][C:18]=1[NH:19][S:20]([C:23]1[CH:27]=[CH:26][S:25][C:24]=1[C:28](=[O:30])[CH2:53][C:52]1[C:44]([CH3:43])=[CH:45][C:46]2[O:50][CH2:49][O:48][C:47]=2[CH:51]=1)(=[O:21])=[O:22], predict the reactants needed to synthesize it.